Dataset: Retrosynthesis with 50K atom-mapped reactions and 10 reaction types from USPTO. Task: Predict the reactants needed to synthesize the given product. Given the product O=C(Nc1c[nH]nc1-c1nc2ccccc2[nH]1)C(F)(F)F, predict the reactants needed to synthesize it. The reactants are: Nc1c[nH]nc1-c1nc2ccccc2[nH]1.O=C(OC(=O)C(F)(F)F)C(F)(F)F.